This data is from Full USPTO retrosynthesis dataset with 1.9M reactions from patents (1976-2016). The task is: Predict the reactants needed to synthesize the given product. (1) Given the product [NH2:10][C:3]1[CH:4]=[CH:5][CH:6]=[CH:1][CH:2]=1.[CH:1]1[C:6]([C:7]([OH:9])=[O:8])=[CH:5][CH:4]=[C:3]([NH2:10])[CH:2]=1, predict the reactants needed to synthesize it. The reactants are: [CH:1]1[C:6]([C:7]([OH:9])=[O:8])=[CH:5][CH:4]=[C:3]([NH2:10])[CH:2]=1.S(OOS([O-])(=O)=O)([O-])(=O)=O.[Na+].[Na+]. (2) Given the product [C:21]([C@H:13]1[CH2:14][CH2:15][N:11]([C:8]2[S:9][CH:10]=[C:6]([C:4]([O:3][CH2:1][CH3:2])=[O:5])[N:7]=2)[CH2:12]1)(=[O:24])[CH3:22], predict the reactants needed to synthesize it. The reactants are: [CH2:1]([O:3][C:4]([C:6]1[N:7]=[C:8]([N:11]2[CH2:15][CH2:14][C@@H:13](OS(C)(=O)=O)[CH2:12]2)[S:9][CH:10]=1)=[O:5])[CH3:2].[C:21]([O-:24])(=S)[CH3:22].[K+].